Dataset: Retrosynthesis with 50K atom-mapped reactions and 10 reaction types from USPTO. Task: Predict the reactants needed to synthesize the given product. (1) Given the product CCCCc1nn(-c2cc([N+](=O)[O-])ccc2C(F)(F)F)c(C#N)c1Cc1ccc(-c2ccccc2S(=O)(=O)NC(=O)c2ccccc2Cl)cc1F, predict the reactants needed to synthesize it. The reactants are: CCCCc1nn(-c2cc([N+](=O)[O-])ccc2C(F)(F)F)c(C#N)c1Cc1ccc(-c2ccccc2S(N)(=O)=O)cc1F.O=C(O)c1ccccc1Cl. (2) Given the product O=C(Cc1ccc(Cl)cc1)Nn1nc(C2CC2)c2ccccc2c1=O, predict the reactants needed to synthesize it. The reactants are: Nn1nc(C2CC2)c2ccccc2c1=O.O=C(O)Cc1ccc(Cl)cc1. (3) Given the product COC(=O)c1nn(Cc2ccc(OC)cc2)cc1[N+](=O)[O-], predict the reactants needed to synthesize it. The reactants are: COC(=O)c1n[nH]cc1[N+](=O)[O-].COc1ccc(CCl)cc1.